From a dataset of HIV replication inhibition screening data with 41,000+ compounds from the AIDS Antiviral Screen. Binary Classification. Given a drug SMILES string, predict its activity (active/inactive) in a high-throughput screening assay against a specified biological target. (1) The compound is CC1(C)NC(=O)C2(CC(OC(=O)c3ccccc3)C=C2C=O)O1. The result is 0 (inactive). (2) The drug is CCOC(=O)c1ccc(C(C)=NNC(N)=S)cc1. The result is 0 (inactive).